This data is from Forward reaction prediction with 1.9M reactions from USPTO patents (1976-2016). The task is: Predict the product of the given reaction. (1) Given the reactants I[C:2]1[CH:3]=[C:4]([C:13]([O:15][CH2:16][CH3:17])=[O:14])[C:5]2[O:9][C:8]([CH3:11])([CH3:10])[CH2:7][C:6]=2[CH:12]=1.[CH:18]1[CH2:22][CH2:21][CH2:20][CH:19]=1.CCCC[N+](CCCC)(CCCC)CCCC.[F-].C([O-])([O-])=O.[K+].[K+], predict the reaction product. The product is: [CH:22]1([C:2]2[CH:3]=[C:4]([C:13]([O:15][CH2:16][CH3:17])=[O:14])[C:5]3[O:9][C:8]([CH3:11])([CH3:10])[CH2:7][C:6]=3[CH:12]=2)[CH2:21][CH2:20][CH:19]=[CH:18]1. (2) Given the reactants [CH3:1][O:2][C:3]1[CH:8]=[CH:7][C:6]([C:9]2[CH:14]=[CH:13][N:12]=[C:11]([SH:15])[N:10]=2)=[CH:5][CH:4]=1.[CH3:16][O:17][C:18](=[O:27])[C:19]1[CH:24]=[CH:23][C:22]([CH2:25]Br)=[CH:21][CH:20]=1, predict the reaction product. The product is: [CH3:16][O:17][C:18](=[O:27])[C:19]1[CH:24]=[CH:23][C:22]([CH2:25][S:15][C:11]2[N:10]=[C:9]([C:6]3[CH:7]=[CH:8][C:3]([O:2][CH3:1])=[CH:4][CH:5]=3)[CH:14]=[CH:13][N:12]=2)=[CH:21][CH:20]=1. (3) The product is: [Br:1][C:2]1[C:10]2[N:9]([CH3:13])[CH:8]=[CH:7][C:6]=2[C:5]([C:11]#[N:12])=[CH:4][CH:3]=1. Given the reactants [Br:1][C:2]1[C:10]2[NH:9][CH:8]=[CH:7][C:6]=2[C:5]([C:11]#[N:12])=[CH:4][CH:3]=1.[C:13](=O)(OC)OC.C1N2CCN(CC2)C1, predict the reaction product. (4) Given the reactants Cl[C:2]1[S:3][C:4]2[C:9]([NH:10][C:11]([CH3:16])([CH2:14][OH:15])[CH2:12][OH:13])=[N:8][C:7]([S:17][CH2:18][C:19]3[CH:24]=[CH:23][CH:22]=[C:21]([F:25])[C:20]=3[F:26])=[N:6][C:5]=2[N:27]=1.[OH-:28].[K+].O.[CH3:31]O, predict the reaction product. The product is: [F:26][C:20]1[C:21]([F:25])=[CH:22][CH:23]=[CH:24][C:19]=1[CH2:18][S:17][C:7]1[N:8]=[C:9]([NH:10][C:11]([CH3:16])([CH2:14][OH:15])[CH2:12][OH:13])[C:4]2[S:3][C:2]([O:28][CH3:31])=[N:27][C:5]=2[N:6]=1.